Dataset: Full USPTO retrosynthesis dataset with 1.9M reactions from patents (1976-2016). Task: Predict the reactants needed to synthesize the given product. (1) Given the product [CH3:27][C:28]1([CH3:38])[C:33]2([CH2:35][CH2:34]2)[NH:32][C:31](=[O:36])[C:30]2[S:14][C:15]3[CH:21]=[C:20]([O:22][C:23]([F:24])([F:25])[F:26])[CH:19]=[CH:18][C:16]=3[NH:17][C:29]1=2, predict the reactants needed to synthesize it. The reactants are: [NH2:17][C:16]1[CH:18]=[CH:19][C:20]([O:22][C:23]([F:24])([F:25])[F:26])=[CH:21][C:15]=1[S:14][S:14][C:15]1[CH:21]=[C:20]([O:22][C:23]([F:26])([F:25])[F:24])[CH:19]=[CH:18][C:16]=1[NH2:17].[CH3:27][C:28]1([CH3:38])[C:33]2([CH2:35][CH2:34]2)[NH:32][C:31](=[O:36])[CH2:30][C:29]1=O. (2) Given the product [F:16][C:12]1[CH:13]=[CH:14][CH:15]=[C:10]([F:9])[C:11]=1[N:17]1[C:22]2[N:23]=[C:24]([O:8][CH2:7][CH2:6][CH2:5][S:4][CH3:3])[N:25]=[C:26]([C:27]3[CH:32]=[CH:31][C:30]([F:33])=[CH:29][C:28]=3[CH3:34])[C:21]=2[CH:20]=[CH:19][C:18]1=[O:39], predict the reactants needed to synthesize it. The reactants are: [H-].[Na+].[CH3:3][S:4][CH2:5][CH2:6][CH2:7][OH:8].[F:9][C:10]1[CH:15]=[CH:14][CH:13]=[C:12]([F:16])[C:11]=1[N:17]1[C:22]2[N:23]=[C:24](S(C)(=O)=O)[N:25]=[C:26]([C:27]3[CH:32]=[CH:31][C:30]([F:33])=[CH:29][C:28]=3[CH3:34])[C:21]=2[CH:20]=[CH:19][C:18]1=[O:39]. (3) Given the product [C:34]([O:33][C:31]([N:28]1[CH2:29][CH2:30][CH:25]([NH:24][C:2]2[CH:7]=[CH:6][C:5]([S:8](=[O:10])(=[O:9])[N:11]([CH2:16][C:17]3[CH:22]=[CH:21][C:20]([F:23])=[CH:19][CH:18]=3)[CH2:12][CH:13]([CH3:15])[CH3:14])=[CH:4][CH:3]=2)[CH2:26][CH2:27]1)=[O:32])([CH3:37])([CH3:35])[CH3:36], predict the reactants needed to synthesize it. The reactants are: Br[C:2]1[CH:7]=[CH:6][C:5]([S:8]([N:11]([CH2:16][C:17]2[CH:22]=[CH:21][C:20]([F:23])=[CH:19][CH:18]=2)[CH2:12][CH:13]([CH3:15])[CH3:14])(=[O:10])=[O:9])=[CH:4][CH:3]=1.[NH2:24][CH:25]1[CH2:30][CH2:29][N:28]([C:31]([O:33][C:34]([CH3:37])([CH3:36])[CH3:35])=[O:32])[CH2:27][CH2:26]1.CC1(C)C2C(=C(P(C3C=CC=CC=3)C3C=CC=CC=3)C=CC=2)OC2C(P(C3C=CC=CC=3)C3C=CC=CC=3)=CC=CC1=2.CC(C)([O-])C.[Na+].